The task is: Binary Classification. Given a T-cell receptor sequence (or CDR3 region) and an epitope sequence, predict whether binding occurs between them.. This data is from TCR-epitope binding with 47,182 pairs between 192 epitopes and 23,139 TCRs. (1) The epitope is TSDLATNNLVVMAY. The TCR CDR3 sequence is CASSLAVGVVAEQFF. Result: 0 (the TCR does not bind to the epitope). (2) The epitope is DRFYKTLRAEQASQEV. The TCR CDR3 sequence is CASSWDSNYGYTF. Result: 1 (the TCR binds to the epitope).